This data is from Full USPTO retrosynthesis dataset with 1.9M reactions from patents (1976-2016). The task is: Predict the reactants needed to synthesize the given product. (1) Given the product [CH:19]1([CH2:20][CH2:21][N:16]2[C:2]3[CH:7]=[C:22](/[CH:23]=[C:12]4/[C:13](=[O:15])[N:14]=[C:10]([NH:9][C:3]5[C:2]([F:1])=[CH:7][CH:6]=[CH:5][C:4]=5[F:8])[S:11]/4)[CH:5]=[CH:4][C:3]=3[N:9]=[CH:10]2)[CH2:17][CH2:18]1, predict the reactants needed to synthesize it. The reactants are: [F:1][C:2]1[CH:7]=[CH:6][CH:5]=[C:4]([F:8])[C:3]=1[NH:9][C:10]1[S:11][CH2:12][C:13](=[O:15])[N:14]=1.[NH:16]1[CH2:21][CH2:20][CH2:19][CH2:18][CH2:17]1.[CH2:22](O)[CH3:23]. (2) Given the product [Br:8][C:5]1[CH:6]=[CH:7][C:2]2[NH:1][C:13](=[O:14])[O:12][C:9]([CH3:10])([CH3:11])[C:3]=2[CH:4]=1, predict the reactants needed to synthesize it. The reactants are: [NH2:1][C:2]1[CH:7]=[CH:6][C:5]([Br:8])=[CH:4][C:3]=1[C:9]([OH:12])([CH3:11])[CH3:10].[C:13](N1C=CN=C1)(N1C=CN=C1)=[O:14]. (3) Given the product [CH3:1][C:2]1[N:7]=[C:6]([NH:8][S:9]([C:12]2[S:16][C:15]([C:24]3[CH:25]=[CH:26][C:21]([C:19]#[N:20])=[CH:22][CH:23]=3)=[N:14][C:13]=2[CH3:18])(=[O:11])=[O:10])[CH:5]=[CH:4][CH:3]=1, predict the reactants needed to synthesize it. The reactants are: [CH3:1][C:2]1[N:7]=[C:6]([NH:8][S:9]([C:12]2[S:16][C:15](Br)=[N:14][C:13]=2[CH3:18])(=[O:11])=[O:10])[CH:5]=[CH:4][CH:3]=1.[C:19]([C:21]1[CH:26]=[CH:25][C:24](B(O)O)=[CH:23][CH:22]=1)#[N:20].C(=O)([O-])[O-].[Cs+].[Cs+]. (4) Given the product [NH2:38][C:31]1[C:30]2[N:29]=[CH:28][N:27]([CH2:26][CH2:25][CH2:24][CH2:23][NH:22][S:18]([C:15]3[CH:16]=[CH:17][C:12](/[N:11]=[N:10]/[C:7]4[CH:8]=[CH:9][C:4]([N:2]([CH3:3])[CH3:1])=[CH:5][CH:6]=4)=[CH:13][CH:14]=3)(=[O:20])=[O:19])[C:35]=2[C:34]([CH3:36])=[C:33]([CH3:37])[N:32]=1, predict the reactants needed to synthesize it. The reactants are: [CH3:1][N:2]([C:4]1[CH:9]=[CH:8][C:7]([N:10]=[N:11][C:12]2[CH:17]=[CH:16][C:15]([S:18](Cl)(=[O:20])=[O:19])=[CH:14][CH:13]=2)=[CH:6][CH:5]=1)[CH3:3].[NH2:22][CH2:23][CH2:24][CH2:25][CH2:26][N:27]1[C:35]2[C:34]([CH3:36])=[C:33]([CH3:37])[N:32]=[C:31]([NH2:38])[C:30]=2[N:29]=[CH:28]1. (5) The reactants are: [Cl:1][C:2]1[CH:3]=[C:4]([C:8]2([C:13]3[CH:14]=[C:15]([CH:18]=[O:19])[S:16][CH:17]=3)[CH2:12][CH2:11][CH2:10][NH:9]2)[CH:5]=[CH:6][CH:7]=1.[CH3:20][C:21]([O:24][C:25](O[C:25]([O:24][C:21]([CH3:23])([CH3:22])[CH3:20])=[O:26])=[O:26])([CH3:23])[CH3:22]. Given the product [Cl:1][C:2]1[CH:3]=[C:4]([C:8]2([C:13]3[CH:14]=[C:15]([CH:18]=[O:19])[S:16][CH:17]=3)[CH2:12][CH2:11][CH2:10][N:9]2[C:25]([O:24][C:21]([CH3:23])([CH3:22])[CH3:20])=[O:26])[CH:5]=[CH:6][CH:7]=1, predict the reactants needed to synthesize it. (6) Given the product [BrH:1].[CH2:15]([C:2]1[S:22][C:18]2=[N:17][CH2:21][CH2:20][N:19]2[C:3]=1[C:5]1[C:14]2[C:9](=[CH:10][CH:11]=[CH:12][CH:13]=2)[CH:8]=[CH:7][CH:6]=1)[CH3:16], predict the reactants needed to synthesize it. The reactants are: [Br:1][CH:2]([CH2:15][CH3:16])[C:3]([C:5]1[C:14]2[C:9](=[CH:10][CH:11]=[CH:12][CH:13]=2)[CH:8]=[CH:7][CH:6]=1)=O.[NH:17]1[CH2:21][CH2:20][NH:19][C:18]1=[S:22].CCO. (7) The reactants are: [CH3:1][O:2][C:3]1[CH:4]=[C:5]2[C:10](=[CH:11][C:12]=1[O:13][CH3:14])[N:9]=[CH:8][N:7]=[C:6]2[O:15][C:16]1[CH:22]=[CH:21][C:19]([NH2:20])=[CH:18][CH:17]=1.C1(C)C=CC=CC=1.C(N(CC)CC)C.Cl[C:38](Cl)([O:40]C(=O)OC(Cl)(Cl)Cl)Cl.[F:49][C:50]1[CH:58]=[CH:57][C:53]([CH:54]([OH:56])[CH3:55])=[CH:52][CH:51]=1. Given the product [CH3:1][O:2][C:3]1[CH:4]=[C:5]2[C:10](=[CH:11][C:12]=1[O:13][CH3:14])[N:9]=[CH:8][N:7]=[C:6]2[O:15][C:16]1[CH:22]=[CH:21][C:19]([NH:20][C:38](=[O:40])[O:56][CH:54]([C:53]2[CH:57]=[CH:58][C:50]([F:49])=[CH:51][CH:52]=2)[CH3:55])=[CH:18][CH:17]=1, predict the reactants needed to synthesize it.